Dataset: Full USPTO retrosynthesis dataset with 1.9M reactions from patents (1976-2016). Task: Predict the reactants needed to synthesize the given product. (1) The reactants are: [F:1][C:2]1[CH:3]=[CH:4][C:5]2[N:9]=[C:8]([C@@H:10]([NH:14][C:15]3[N:23]=[CH:22][N:21]=[C:20]4[C:16]=3[N:17]=[CH:18][N:19]4C3CCCCO3)[CH2:11][O:12][CH3:13])[N:7]([C:30]3[CH:35]=[CH:34][CH:33]=[CH:32][CH:31]=3)[C:6]=2[C:36]=1[F:37].Cl. Given the product [F:1][C:2]1[CH:3]=[CH:4][C:5]2[N:9]=[C:8]([CH:10]([NH:14][C:15]3[N:23]=[CH:22][N:21]=[C:20]4[C:16]=3[N:17]=[CH:18][NH:19]4)[CH2:11][O:12][CH3:13])[N:7]([C:30]3[CH:31]=[CH:32][CH:33]=[CH:34][CH:35]=3)[C:6]=2[C:36]=1[F:37], predict the reactants needed to synthesize it. (2) Given the product [Cl:1][C:2]1[CH:9]=[CH:8][C:5]([CH2:6][N:22]2[CH2:23][CH:19]3[CH2:18][N:17]([C:24]([O:26][N:35]4[C:33](=[O:34])[CH2:32][CH2:31][C:36]4=[O:37])=[O:25])[CH2:16][CH:20]3[CH2:21]2)=[C:4]([N:11]2[CH2:15][CH2:14][CH2:13][CH2:12]2)[CH:3]=1, predict the reactants needed to synthesize it. The reactants are: [Cl:1][C:2]1[CH:9]=[CH:8][C:5]([CH:6]=O)=[C:4](F)[CH:3]=1.[NH:11]1[CH2:15][CH2:14][CH2:13][CH2:12]1.[CH2:16]1[CH:20]2[CH2:21][NH:22][CH2:23][CH:19]2[CH2:18][N:17]1[C:24]([O:26]C(C)(C)C)=[O:25].[CH2:31]1[C:36](=[O:37])[N:35](OC(O[N:35]2[C:36](=[O:37])[CH2:31][CH2:32][C:33]2=[O:34])=O)[C:33](=[O:34])[CH2:32]1. (3) Given the product [Cl:21][C:3]1[CH:4]=[C:5]([CH:8]2[O:13][CH2:12][CH2:11][N:10]([C:14]([O:16][C:17]([CH3:18])([CH3:20])[CH3:19])=[O:15])[CH2:9]2)[CH:6]=[CH:7][C:2]=1[NH:1][C:26]([NH:40][C:41]1[CH:48]=[CH:47][CH:46]=[C:43]([C:44]#[N:45])[CH:42]=1)=[O:32], predict the reactants needed to synthesize it. The reactants are: [NH2:1][C:2]1[CH:7]=[CH:6][C:5]([CH:8]2[O:13][CH2:12][CH2:11][N:10]([C:14]([O:16][C:17]([CH3:20])([CH3:19])[CH3:18])=[O:15])[CH2:9]2)=[CH:4][C:3]=1[Cl:21].ClC(Cl)(O[C:26](=[O:32])OC(Cl)(Cl)Cl)Cl.C(=O)([O-])[O-].[Na+].[Na+].[NH2:40][C:41]1[CH:42]=[C:43]([CH:46]=[CH:47][CH:48]=1)[C:44]#[N:45]. (4) Given the product [OH:12][C:9]1[C:8]([C:14]2[CH:19]=[CH:18][C:17]([C:20]([F:21])([F:22])[F:23])=[CH:16][C:15]=2[CH2:24][N:25]2[C@@H:29]([CH3:30])[C@@H:28]([C:31]3[CH:36]=[CH:35][CH:34]=[CH:33][CH:32]=3)[O:27][C:26]2=[O:37])=[CH:7][C:6]([CH2:5][C:4]([OH:38])=[O:3])=[CH:11][CH:10]=1, predict the reactants needed to synthesize it. The reactants are: C([O:3][C:4](=[O:38])[CH2:5][C:6]1[CH:7]=[C:8]([C:14]2[CH:19]=[CH:18][C:17]([C:20]([F:23])([F:22])[F:21])=[CH:16][C:15]=2[CH2:24][N:25]2[C@@H:29]([CH3:30])[C@@H:28]([C:31]3[CH:36]=[CH:35][CH:34]=[CH:33][CH:32]=3)[O:27][C:26]2=[O:37])[C:9]([O:12]C)=[CH:10][CH:11]=1)C. (5) Given the product [C:10]1([CH3:15])[CH:11]=[C:12]([CH3:14])[CH:13]=[C:8]([CH3:46])[C:9]=1[C:16]1[C:17]([CH3:37])=[N:18][N:19]2[C:24]3[N:25]([C:47](=[O:51])[CH2:48][CH2:49][CH3:50])[CH2:26][CH2:27][C:23]=3[C:22]([CH3:28])=[N:21][C:20]=12, predict the reactants needed to synthesize it. The reactants are: C(N(CC)CC)C.[C:8]1([CH3:46])[CH:13]=[C:12]([CH3:14])[CH:11]=[C:10]([CH3:15])[C:9]=1[C:16]1[C:17]([C:37]2C(C)=CC(C)=CC=2C)=[N:18][N:19]2[C:24]3[NH:25][CH2:26][CH2:27][C:23]=3[C:22]([C:28]3C(C)=CC(C)=CC=3C)=[N:21][C:20]=12.[C:47](Cl)(=[O:51])[CH2:48][CH2:49][CH3:50].O. (6) Given the product [OH:23][C:8]1[CH:9]=[CH:10][CH:11]=[C:4]([N+:1]([O-:3])=[O:2])[C:5]=1[C:6]#[N:7], predict the reactants needed to synthesize it. The reactants are: [N+:1]([C:4]1[CH:11]=[CH:10][CH:9]=[C:8]([N+]([O-])=O)[C:5]=1[C:6]#[N:7])([O-:3])=[O:2].Cl.N1C=CC=CC=1.C[OH:23]. (7) Given the product [CH:33]1([CH2:32][O:31][C:26]2[CH:27]=[CH:28][CH:29]=[CH:30][C:25]=2[C:23]2[N:22]=[CH:21][N:20]=[C:19]([NH:18][C:17]([CH:14]3[CH2:13][CH2:12][NH:11][CH2:16][CH2:15]3)=[O:36])[CH:24]=2)[CH2:34][CH2:35]1, predict the reactants needed to synthesize it. The reactants are: C(OC([N:11]1[CH2:16][CH2:15][CH:14]([C:17](=[O:36])[NH:18][C:19]2[CH:24]=[C:23]([C:25]3[CH:30]=[CH:29][CH:28]=[CH:27][C:26]=3[O:31][CH2:32][CH:33]3[CH2:35][CH2:34]3)[N:22]=[CH:21][N:20]=2)[CH2:13][CH2:12]1)=O)C1C=CC=CC=1. (8) Given the product [Cl:16][C:13]1[CH:14]=[CH:15][C:6]([O:5][CH2:4][CH2:3][NH:2][C:17](=[O:20])[CH2:18][CH3:19])=[C:7]([CH:12]=1)[C:8]([O:10][CH3:11])=[O:9], predict the reactants needed to synthesize it. The reactants are: Cl.[NH2:2][CH2:3][CH2:4][O:5][C:6]1[CH:15]=[CH:14][C:13]([Cl:16])=[CH:12][C:7]=1[C:8]([O:10][CH3:11])=[O:9].[C:17](Cl)(=[O:20])[CH2:18][CH3:19]. (9) Given the product [F:30][C:2]([F:1])([F:29])[C:3]1[CH:4]=[C:5]([S:9]([N:12]2[CH2:16][CH2:15][C@H:14]([O:17][NH2:18])[CH2:13]2)(=[O:11])=[O:10])[CH:6]=[CH:7][CH:8]=1, predict the reactants needed to synthesize it. The reactants are: [F:1][C:2]([F:30])([F:29])[C:3]1[CH:4]=[C:5]([S:9]([N:12]2[CH2:16][CH2:15][C@H:14]([O:17][N:18]3C(=O)C4C(=CC=CC=4)C3=O)[CH2:13]2)(=[O:11])=[O:10])[CH:6]=[CH:7][CH:8]=1.NN.